Dataset: NCI-60 drug combinations with 297,098 pairs across 59 cell lines. Task: Regression. Given two drug SMILES strings and cell line genomic features, predict the synergy score measuring deviation from expected non-interaction effect. (1) Drug 1: CCCS(=O)(=O)NC1=C(C(=C(C=C1)F)C(=O)C2=CNC3=C2C=C(C=N3)C4=CC=C(C=C4)Cl)F. Drug 2: CCN(CC)CCCC(C)NC1=C2C=C(C=CC2=NC3=C1C=CC(=C3)Cl)OC. Cell line: SN12C. Synergy scores: CSS=18.5, Synergy_ZIP=4.63, Synergy_Bliss=11.2, Synergy_Loewe=-1.34, Synergy_HSA=8.01. (2) Drug 1: C1CC(C1)(C2=CC=C(C=C2)C3=C(C=C4C(=N3)C=CN5C4=NNC5=O)C6=CC=CC=C6)N. Drug 2: CN1C=C(C=N1)C2=C3N=C(C(=C(N3N=C2)N)Br)C4CCCNC4. Cell line: NCIH23. Synergy scores: CSS=66.4, Synergy_ZIP=1.41, Synergy_Bliss=0.796, Synergy_Loewe=1.90, Synergy_HSA=5.50. (3) Drug 1: C1=CC(=CC=C1CC(C(=O)O)N)N(CCCl)CCCl.Cl. Drug 2: CC1C(C(=O)NC(C(=O)N2CCCC2C(=O)N(CC(=O)N(C(C(=O)O1)C(C)C)C)C)C(C)C)NC(=O)C3=C4C(=C(C=C3)C)OC5=C(C(=O)C(=C(C5=N4)C(=O)NC6C(OC(=O)C(N(C(=O)CN(C(=O)C7CCCN7C(=O)C(NC6=O)C(C)C)C)C)C(C)C)C)N)C. Cell line: HCT-15. Synergy scores: CSS=22.3, Synergy_ZIP=-2.65, Synergy_Bliss=0.965, Synergy_Loewe=-3.40, Synergy_HSA=-3.10. (4) Drug 1: CC1=C2C(C(=O)C3(C(CC4C(C3C(C(C2(C)C)(CC1OC(=O)C(C(C5=CC=CC=C5)NC(=O)OC(C)(C)C)O)O)OC(=O)C6=CC=CC=C6)(CO4)OC(=O)C)OC)C)OC. Drug 2: CC1=C2C(C(=O)C3(C(CC4C(C3C(C(C2(C)C)(CC1OC(=O)C(C(C5=CC=CC=C5)NC(=O)C6=CC=CC=C6)O)O)OC(=O)C7=CC=CC=C7)(CO4)OC(=O)C)O)C)OC(=O)C. Cell line: PC-3. Synergy scores: CSS=66.0, Synergy_ZIP=5.19, Synergy_Bliss=6.82, Synergy_Loewe=10.0, Synergy_HSA=12.4. (5) Drug 1: C1CCC(C1)C(CC#N)N2C=C(C=N2)C3=C4C=CNC4=NC=N3. Drug 2: CC12CCC3C(C1CCC2O)C(CC4=C3C=CC(=C4)O)CCCCCCCCCS(=O)CCCC(C(F)(F)F)(F)F. Cell line: NCI-H226. Synergy scores: CSS=10.6, Synergy_ZIP=0.150, Synergy_Bliss=2.41, Synergy_Loewe=2.95, Synergy_HSA=2.95.